Dataset: TCR-epitope binding with 47,182 pairs between 192 epitopes and 23,139 TCRs. Task: Binary Classification. Given a T-cell receptor sequence (or CDR3 region) and an epitope sequence, predict whether binding occurs between them. (1) The epitope is HPKVSSEVHI. The TCR CDR3 sequence is CASGPGLAGEDEQFF. Result: 0 (the TCR does not bind to the epitope). (2) The epitope is AMFWSVPTV. The TCR CDR3 sequence is CASSQAYEQYF. Result: 0 (the TCR does not bind to the epitope). (3) The epitope is IPSINVHHY. The TCR CDR3 sequence is CASSLDPAGQGYEQYF. Result: 1 (the TCR binds to the epitope). (4) The epitope is LPAADLDDF. The TCR CDR3 sequence is CSVDILDRGHGNYGYTF. Result: 0 (the TCR does not bind to the epitope). (5) The epitope is RTLNAWVKV. The TCR CDR3 sequence is CASGPGTGQETQYF. Result: 1 (the TCR binds to the epitope).